From a dataset of Forward reaction prediction with 1.9M reactions from USPTO patents (1976-2016). Predict the product of the given reaction. Given the reactants [OH-:1].[Na+].[CH3:3][C:4]1([CH3:17])[C:13]2[CH:8]([CH2:9][C:10]([CH3:14])=[CH:11][CH:12]=2)[C:7]([CH3:16])([CH3:15])[CH2:6][CH2:5]1.[O-:18][Mn](=O)(=O)=O.[K+].Cl, predict the reaction product. The product is: [CH3:3][C:4]1([CH3:17])[CH2:5][CH2:6][C:7]([CH3:16])([CH3:15])[C:8]2[CH:9]=[C:10]([C:14]([OH:18])=[O:1])[CH:11]=[CH:12][C:13]1=2.